This data is from Forward reaction prediction with 1.9M reactions from USPTO patents (1976-2016). The task is: Predict the product of the given reaction. (1) Given the reactants [Br:1][CH2:2][CH2:3][CH2:4][CH2:5]Br.[H-].[Na+].[CH:9]1[C:21]2[NH:20][C:19]3[C:14](=[CH:15][CH:16]=[CH:17][CH:18]=3)[C:13]=2[CH:12]=[CH:11][CH:10]=1, predict the reaction product. The product is: [Br:1][CH2:2][CH2:3][CH2:4][CH2:5][N:20]1[C:21]2[CH:9]=[CH:10][CH:11]=[CH:12][C:13]=2[C:14]2[C:19]1=[CH:18][CH:17]=[CH:16][CH:15]=2. (2) Given the reactants [F:1][C:2]1[CH:3]=[C:4]([CH:15]=[CH:16][CH:17]=1)[CH2:5][NH:6][C:7]([C:9]1[S:10][CH:11]=[CH:12][C:13]=1[CH3:14])=[O:8].C(NC(C1OC=CC=1C)=O)C1C=CC=CC=1.[Br:34]N1C(=O)CCC1=O, predict the reaction product. The product is: [Br:34][C:11]1[S:10][C:9]([C:7]([NH:6][CH2:5][C:4]2[CH:15]=[CH:16][CH:17]=[C:2]([F:1])[CH:3]=2)=[O:8])=[C:13]([CH3:14])[CH:12]=1. (3) The product is: [Cl:6][C:7]1[C:8]([CH3:39])=[CH:9][C:10]([O:11][CH2:12][CH2:13][CH2:14][C:15]2[C:23]3[C:18](=[C:19]([C:24]4[N:25]([CH3:29])[CH:26]=[CH:27][CH:28]=4)[CH:20]=[CH:21][CH:22]=3)[N:17]([CH2:30][CH2:31][C:32]([NH:5][S:2]([CH3:1])(=[O:4])=[O:3])=[O:33])[C:16]=2[CH3:35])=[CH:36][C:37]=1[CH3:38]. Given the reactants [CH3:1][S:2]([NH2:5])(=[O:4])=[O:3].[Cl:6][C:7]1[C:37]([CH3:38])=[CH:36][C:10]([O:11][CH2:12][CH2:13][CH2:14][C:15]2[C:23]3[C:18](=[C:19]([C:24]4[N:25]([CH3:29])[CH:26]=[CH:27][CH:28]=4)[CH:20]=[CH:21][CH:22]=3)[N:17]([CH2:30][CH2:31][C:32](O)=[O:33])[C:16]=2[CH3:35])=[CH:9][C:8]=1[CH3:39], predict the reaction product. (4) Given the reactants [NH2:1][C:2]1[CH:3]=[C:4]([C:17]([CH3:20])([CH3:19])[CH3:18])[NH:5][C:6]=1[C:7]([N:9]1[CH2:15][CH2:14][C:13](=[O:16])[NH:12][CH2:11][CH2:10]1)=[O:8].[Cl:21][C:22]1[C:27]([Cl:28])=[CH:26][CH:25]=[CH:24][C:23]=1[N:29]=[C:30]=[O:31], predict the reaction product. The product is: [C:17]([C:4]1[NH:5][C:6]([C:7]([N:9]2[CH2:15][CH2:14][C:13](=[O:16])[NH:12][CH2:11][CH2:10]2)=[O:8])=[C:2]([NH:1][C:30]([NH:29][C:23]2[CH:24]=[CH:25][CH:26]=[C:27]([Cl:28])[C:22]=2[Cl:21])=[O:31])[CH:3]=1)([CH3:20])([CH3:19])[CH3:18].